From a dataset of Forward reaction prediction with 1.9M reactions from USPTO patents (1976-2016). Predict the product of the given reaction. (1) Given the reactants C([O:5][C:6](=[O:42])[CH2:7][CH:8]1[CH2:13][CH:12]([CH2:14][CH2:15][C:16]2[N:17]([CH:37]([CH3:39])[CH3:38])[C:18]([C:34](=[O:36])[NH2:35])=[C:19]([C:28]3[CH:33]=[CH:32][CH:31]=[CH:30][N:29]=3)[C:20]=2[C:21]2[CH:26]=[CH:25][C:24]([F:27])=[CH:23][CH:22]=2)[O:11]C(C)(C)[O:9]1)(C)(C)C.[OH-].[Na+:44], predict the reaction product. The product is: [Na+:44].[C:34]([C:18]1[N:17]([CH:37]([CH3:38])[CH3:39])[C:16]([CH2:15][CH2:14][C@@H:12]([OH:11])[CH2:13][C@@H:8]([OH:9])[CH2:7][C:6]([O-:42])=[O:5])=[C:20]([C:21]2[CH:22]=[CH:23][C:24]([F:27])=[CH:25][CH:26]=2)[C:19]=1[C:28]1[CH:33]=[CH:32][CH:31]=[CH:30][N:29]=1)(=[O:36])[NH2:35]. (2) Given the reactants [C:1]([O:4][CH2:5][C:6]1[C:7]([N:21]2[N:30]=[CH:29][C:28]3[C:23](=[C:24]([F:35])[CH:25]=[C:26]([C:31]([CH3:34])([CH3:33])[CH3:32])[CH:27]=3)[C:22]2=[O:36])=[N:8][CH:9]=[CH:10][C:11]=1[C:12]1[CH:17]=[C:16](Br)[C:15](=[O:19])[N:14]([CH3:20])[CH:13]=1)(=[O:3])[CH3:2].[N:37]1[N:38]2[CH2:45][CH2:44][CH2:43][C:39]2=[CH:40][C:41]=1[NH2:42].C(=O)([O-])[O-].[Cs+].[Cs+].CC1(C)C2C(=C(P(C3C=CC=CC=3)C3C=CC=CC=3)C=CC=2)OC2C(P(C3C=CC=CC=3)C3C=CC=CC=3)=CC=CC1=2, predict the reaction product. The product is: [C:1]([O:4][CH2:5][C:6]1[C:7]([N:21]2[N:30]=[CH:29][C:28]3[C:23](=[C:24]([F:35])[CH:25]=[C:26]([C:31]([CH3:34])([CH3:33])[CH3:32])[CH:27]=3)[C:22]2=[O:36])=[N:8][CH:9]=[CH:10][C:11]=1[C:12]1[CH:17]=[C:16]([NH:42][C:41]2[CH:40]=[C:39]3[CH2:43][CH2:44][CH2:45][N:38]3[N:37]=2)[C:15](=[O:19])[N:14]([CH3:20])[CH:13]=1)(=[O:3])[CH3:2]. (3) Given the reactants [CH2:1]([O:3][C:4]([C:6]1[S:10][C:9]([NH:11][C:12]2[CH:17]=[CH:16][CH:15]=[CH:14][CH:13]=2)=[N:8][C:7]=1[CH3:18])=[O:5])[CH3:2].[C:19](O[C:19]([O:21][C:22]([CH3:25])([CH3:24])[CH3:23])=[O:20])([O:21][C:22]([CH3:25])([CH3:24])[CH3:23])=[O:20].C(N(CC)CC)C, predict the reaction product. The product is: [CH2:1]([O:3][C:4]([C:6]1[S:10][C:9]([N:11]([C:19]([O:21][C:22]([CH3:25])([CH3:24])[CH3:23])=[O:20])[C:12]2[CH:17]=[CH:16][CH:15]=[CH:14][CH:13]=2)=[N:8][C:7]=1[CH3:18])=[O:5])[CH3:2]. (4) Given the reactants [CH2:1]([O:3][CH:4]([CH2:10][C:11]1[CH:16]=[CH:15][C:14]([O:17][CH2:18][CH2:19][CH:20]2[C:33]3[CH:32]=[CH:31][CH:30]=[CH:29][C:28]=3[O:27][C:26]3[C:21]2=[CH:22][CH:23]=[CH:24][CH:25]=3)=[CH:13][CH:12]=1)[C:5]([O:7]CC)=[O:6])[CH3:2].[OH-].[Na+], predict the reaction product. The product is: [CH2:1]([O:3][CH:4]([CH2:10][C:11]1[CH:16]=[CH:15][C:14]([O:17][CH2:18][CH2:19][CH:20]2[C:33]3[CH:32]=[CH:31][CH:30]=[CH:29][C:28]=3[O:27][C:26]3[C:21]2=[CH:22][CH:23]=[CH:24][CH:25]=3)=[CH:13][CH:12]=1)[C:5]([OH:7])=[O:6])[CH3:2]. (5) Given the reactants [NH2:1][C@@H:2]1[CH2:7][CH2:6][CH2:5][N:4]([C:8]2[N:13]([CH2:14][C:15]3[CH:22]=[CH:21][CH:20]=[CH:19][C:16]=3[C:17]#[N:18])[C:12](=[O:23])[N:11]([CH2:24]C3C=CC=C(C#N)C=3)[C:10](=[O:33])[CH:9]=2)[CH2:3]1.ClC[C:36]1[NH:37][C:38]2[CH:44]=[CH:43][CH:42]=[CH:41][C:39]=2[N:40]=1, predict the reaction product. The product is: [NH2:1][CH:2]1[CH2:7][CH2:6][CH2:5][N:4]([C:8]2[N:13]([CH2:14][C:15]3[CH:22]=[CH:21][CH:20]=[CH:19][C:16]=3[C:17]#[N:18])[C:12](=[O:23])[N:11]([CH2:24][C:36]3[NH:40][C:39]4[CH:41]=[CH:42][CH:43]=[CH:44][C:38]=4[N:37]=3)[C:10](=[O:33])[CH:9]=2)[CH2:3]1. (6) Given the reactants [CH2:1]([O:8][C:9](=[O:15])[NH:10][CH2:11][CH2:12][CH:13]=[CH2:14])[C:2]1[CH:7]=[CH:6][CH:5]=[CH:4][CH:3]=1.B1C2CCC[CH:17]1CCC2.[OH-].[Na+].O.Br[C:29]1[CH:34]=[C:33]([C:35]([F:38])([F:37])[F:36])[CH:32]=[CH:31][N:30]=1, predict the reaction product. The product is: [CH2:1]([O:8][C:9](=[O:15])[NH:10][CH:11]([CH3:17])[CH2:12][CH2:13][CH2:14][C:29]1[CH:34]=[C:33]([C:35]([F:38])([F:37])[F:36])[CH:32]=[CH:31][N:30]=1)[C:2]1[CH:7]=[CH:6][CH:5]=[CH:4][CH:3]=1. (7) Given the reactants [CH:1]1([NH:7][C:8]([O:16][N:17]2[C:22]([CH3:24])([CH3:23])[CH2:21][CH:20]([O:25][C:26](=[O:28])[CH3:27])[CH2:19][C:18]2([CH3:30])[CH3:29])=[N:9][CH:10]2[CH2:15][CH2:14][CH2:13][CH2:12][CH2:11]2)[CH2:6][CH2:5][CH2:4][CH2:3][CH2:2]1.C(N(CC)CC)C.[C:38](Cl)(=[O:56])[CH2:39][CH2:40][CH2:41][CH2:42][CH2:43][CH2:44][CH2:45][CH2:46][CH2:47][CH2:48][CH2:49][CH2:50][CH2:51][CH2:52][CH2:53][CH2:54][CH3:55], predict the reaction product. The product is: [CH:10]1([N:9]([C:38](=[O:56])[CH2:39][CH2:40][CH2:41][CH2:42][CH2:43][CH2:44][CH2:45][CH2:46][CH2:47][CH2:48][CH2:49][CH2:50][CH2:51][CH2:52][CH2:53][CH2:54][CH3:55])[C:8]([O:16][N:17]2[C:18]([CH3:30])([CH3:29])[CH2:19][CH:20]([O:25][C:26](=[O:28])[CH3:27])[CH2:21][C:22]2([CH3:24])[CH3:23])=[N:7][CH:1]2[CH2:6][CH2:5][CH2:4][CH2:3][CH2:2]2)[CH2:11][CH2:12][CH2:13][CH2:14][CH2:15]1. (8) Given the reactants C(OC([NH:8][C:9]1[O:17][C:16]2[C:11](=[N:12][CH:13]=[C:14]([CH:18]3[CH2:23][CH2:22][N:21]([CH3:24])[CH2:20][CH2:19]3)[CH:15]=2)[C:10]=1[C:25]([NH:27][C:28]1[CH:29]=[N:30][CH:31]=[CH:32][C:33]=1[N:34]1[CH2:39][C@H:38]([C:40]([F:43])([F:42])[F:41])[CH2:37][C@H:36]([NH:44]C(=O)OC(C)(C)C)[CH2:35]1)=[O:26])=O)(C)(C)C.C(O)(C(F)(F)F)=O, predict the reaction product. The product is: [NH2:8][C:9]1[O:17][C:16]2[C:11](=[N:12][CH:13]=[C:14]([CH:18]3[CH2:23][CH2:22][N:21]([CH3:24])[CH2:20][CH2:19]3)[CH:15]=2)[C:10]=1[C:25]([NH:27][C:28]1[CH:29]=[N:30][CH:31]=[CH:32][C:33]=1[N:34]1[CH2:39][C@H:38]([C:40]([F:42])([F:43])[F:41])[CH2:37][C@H:36]([NH2:44])[CH2:35]1)=[O:26]. (9) Given the reactants [N+:1]([C:4]1[CH:10]=[C:9]([O:11][Si:12]([C:15]([CH3:18])([CH3:17])[CH3:16])([CH3:14])[CH3:13])[CH:8]=[CH:7][C:5]=1[NH2:6])([O-:3])=[O:2].[C:19]1(=O)[O:24][C:22](=[O:23])[C:21]2=[CH:25][CH:26]=[CH:27][CH:28]=[C:20]12.C(N(C(C)C)CC)(C)C, predict the reaction product. The product is: [Si:12]([O:11][C:9]1[CH:8]=[CH:7][C:5]([N:6]2[C:22](=[O:23])[C:21]3=[CH:25][CH:26]=[CH:27][CH:28]=[C:20]3[C:19]2=[O:24])=[C:4]([N+:1]([O-:3])=[O:2])[CH:10]=1)([C:15]([CH3:18])([CH3:17])[CH3:16])([CH3:13])[CH3:14].